From a dataset of Reaction yield outcomes from USPTO patents with 853,638 reactions. Predict the reaction yield, written as a fraction of the theoretical maximum amount of product (1.0 means a 100% yield; for example, 0.34 means a 34% yield). The reactants are COC(=O)CCC(C)=[CH:7][CH2:8][C:9]1[C:10]([O:22][CH2:23][CH2:24][Si:25]([CH3:28])([CH3:27])[CH3:26])=[C:11]2[C:15](=[C:16]([CH3:20])[C:17]=1[O:18][CH3:19])[CH2:14][O:13][C:12]2=[O:21].N1C=CC=CC=1.NC(N)=S.C[OH:42]. The catalyst is C(Cl)Cl. The product is [CH3:19][O:18][C:17]1[C:16]([CH3:20])=[C:15]2[C:11]([C:12](=[O:21])[O:13][CH2:14]2)=[C:10]([O:22][CH2:23][CH2:24][Si:25]([CH3:27])([CH3:26])[CH3:28])[C:9]=1[CH2:8][CH:7]=[O:42]. The yield is 0.750.